From a dataset of Reaction yield outcomes from USPTO patents with 853,638 reactions. Predict the reaction yield, written as a fraction of the theoretical maximum amount of product (1.0 means a 100% yield; for example, 0.34 means a 34% yield). The reactants are [CH2:1]([C:3]1[C:4]([CH3:17])=[N:5][O:6][C:7]=1[NH:8][C:9](=[O:16])OCC(Cl)(Cl)Cl)[CH3:2].Cl.Cl.[F:20][C:21]1[C:26]([F:27])=[CH:25][CH:24]=[CH:23][C:22]=1[C:28]1[N:33]=[C:32](N2CCNCC2)[CH:31]=[CH:30][N:29]=1.C(O[CH2:44][CH3:45])(=O)C. No catalyst specified. The product is [F:20][C:21]1[C:26]([F:27])=[CH:25][CH:24]=[CH:23][C:22]=1[C:28]1[N:33]=[C:32]([CH:45]2[CH2:44][CH2:9][N:8]([C:9]([NH:8][C:7]3[O:6][N:5]=[C:4]([CH3:17])[C:3]=3[CH2:1][CH3:2])=[O:16])[CH2:7][CH2:3]2)[CH:31]=[CH:30][N:29]=1. The yield is 0.720.